This data is from NCI-60 drug combinations with 297,098 pairs across 59 cell lines. The task is: Regression. Given two drug SMILES strings and cell line genomic features, predict the synergy score measuring deviation from expected non-interaction effect. (1) Drug 1: CCC1(CC2CC(C3=C(CCN(C2)C1)C4=CC=CC=C4N3)(C5=C(C=C6C(=C5)C78CCN9C7C(C=CC9)(C(C(C8N6C=O)(C(=O)OC)O)OC(=O)C)CC)OC)C(=O)OC)O.OS(=O)(=O)O. Drug 2: CC1CCC2CC(C(=CC=CC=CC(CC(C(=O)C(C(C(=CC(C(=O)CC(OC(=O)C3CCCCN3C(=O)C(=O)C1(O2)O)C(C)CC4CCC(C(C4)OC)OCCO)C)C)O)OC)C)C)C)OC. Cell line: COLO 205. Synergy scores: CSS=43.2, Synergy_ZIP=2.74, Synergy_Bliss=4.84, Synergy_Loewe=-11.0, Synergy_HSA=3.31. (2) Drug 1: CC1=CC2C(CCC3(C2CCC3(C(=O)C)OC(=O)C)C)C4(C1=CC(=O)CC4)C. Drug 2: C1=NC2=C(N=C(N=C2N1C3C(C(C(O3)CO)O)O)F)N. Cell line: OVCAR3. Synergy scores: CSS=-0.0440, Synergy_ZIP=1.25, Synergy_Bliss=0.990, Synergy_Loewe=-4.04, Synergy_HSA=-1.85. (3) Drug 1: CC(C1=C(C=CC(=C1Cl)F)Cl)OC2=C(N=CC(=C2)C3=CN(N=C3)C4CCNCC4)N. Drug 2: C1CCC(CC1)NC(=O)N(CCCl)N=O. Cell line: OVCAR3. Synergy scores: CSS=21.2, Synergy_ZIP=8.06, Synergy_Bliss=10.4, Synergy_Loewe=7.63, Synergy_HSA=7.50. (4) Drug 1: CN1C2=C(C=C(C=C2)N(CCCl)CCCl)N=C1CCCC(=O)O.Cl. Drug 2: CC1CCCC2(C(O2)CC(NC(=O)CC(C(C(=O)C(C1O)C)(C)C)O)C(=CC3=CSC(=N3)C)C)C. Cell line: SW-620. Synergy scores: CSS=48.6, Synergy_ZIP=1.91, Synergy_Bliss=-0.980, Synergy_Loewe=-32.3, Synergy_HSA=-0.520. (5) Drug 1: CC1=C(C(CCC1)(C)C)C=CC(=CC=CC(=CC(=O)O)C)C. Drug 2: C1=CN(C=N1)CC(O)(P(=O)(O)O)P(=O)(O)O. Cell line: NCI-H226. Synergy scores: CSS=2.21, Synergy_ZIP=-3.22, Synergy_Bliss=-4.74, Synergy_Loewe=-17.7, Synergy_HSA=-3.69. (6) Drug 1: CC(C1=C(C=CC(=C1Cl)F)Cl)OC2=C(N=CC(=C2)C3=CN(N=C3)C4CCNCC4)N. Drug 2: CN(C)C1=NC(=NC(=N1)N(C)C)N(C)C. Cell line: SNB-75. Synergy scores: CSS=-2.94, Synergy_ZIP=0.0646, Synergy_Bliss=-2.84, Synergy_Loewe=-7.89, Synergy_HSA=-5.03. (7) Drug 1: CCCCCOC(=O)NC1=NC(=O)N(C=C1F)C2C(C(C(O2)C)O)O. Drug 2: CC12CCC3C(C1CCC2O)C(CC4=C3C=CC(=C4)O)CCCCCCCCCS(=O)CCCC(C(F)(F)F)(F)F. Cell line: COLO 205. Synergy scores: CSS=-3.08, Synergy_ZIP=2.43, Synergy_Bliss=4.17, Synergy_Loewe=-2.65, Synergy_HSA=-1.45. (8) Drug 1: CC1=C(N=C(N=C1N)C(CC(=O)N)NCC(C(=O)N)N)C(=O)NC(C(C2=CN=CN2)OC3C(C(C(C(O3)CO)O)O)OC4C(C(C(C(O4)CO)O)OC(=O)N)O)C(=O)NC(C)C(C(C)C(=O)NC(C(C)O)C(=O)NCCC5=NC(=CS5)C6=NC(=CS6)C(=O)NCCC[S+](C)C)O. Drug 2: C1CN(CCN1C(=O)CCBr)C(=O)CCBr. Cell line: HCT116. Synergy scores: CSS=68.1, Synergy_ZIP=-2.34, Synergy_Bliss=-0.219, Synergy_Loewe=-7.30, Synergy_HSA=4.77.